This data is from Reaction yield outcomes from USPTO patents with 853,638 reactions. The task is: Predict the reaction yield, written as a fraction of the theoretical maximum amount of product (1.0 means a 100% yield; for example, 0.34 means a 34% yield). (1) The reactants are [OH:1][C:2]1[C:3]([C:12]([OH:14])=[O:13])=[CH:4][C:5]2[C:10]([CH:11]=1)=[CH:9][CH:8]=[CH:7][CH:6]=2.[Br:15]Br. The catalyst is C(O)(=O)C. The product is [Br:15][C:11]1[C:10]2[C:5](=[CH:6][CH:7]=[CH:8][CH:9]=2)[CH:4]=[C:3]([C:12]([OH:14])=[O:13])[C:2]=1[OH:1]. The yield is 0.880. (2) The reactants are Br[C:2]1[N:6]=[C:5]([CH:7]=[CH:8][C:9]2[N:19]=[C:12]3[C:13]([CH3:18])=[N:14][CH:15]=[C:16]([CH3:17])[N:11]3[N:10]=2)[N:4]([CH3:20])[N:3]=1.[O-]C1C=CC=CC=1.[Na+].C1(P(C2C=CC=CC=2)C2C3OC4C(=CC=CC=4P(C4C=CC=CC=4)C4C=CC=CC=4)C(C)(C)C=3C=CC=2)C=CC=CC=1.[NH:71]1[CH2:74][CH2:73][CH2:72]1. The catalyst is O1CCOCC1.C1C=CC(/C=C/C(/C=C/C2C=CC=CC=2)=O)=CC=1.C1C=CC(/C=C/C(/C=C/C2C=CC=CC=2)=O)=CC=1.C1C=CC(/C=C/C(/C=C/C2C=CC=CC=2)=O)=CC=1.[Pd].[Pd].C(Cl)(Cl)Cl. The product is [N:71]1([C:2]2[N:6]=[C:5]([CH:7]=[CH:8][C:9]3[N:19]=[C:12]4[C:13]([CH3:18])=[N:14][CH:15]=[C:16]([CH3:17])[N:11]4[N:10]=3)[N:4]([CH3:20])[N:3]=2)[CH2:74][CH2:73][CH2:72]1. The yield is 0.154. (3) The reactants are [CH:1]1([C:6]2[C:20]([O:21][CH3:22])=[CH:19][CH:18]=[CH:17][C:7]=2[O:8][C:9]2[CH:16]=[CH:15][C:12]([C:13]#[N:14])=[CH:11][CH:10]=2)[CH2:5][CH2:4][CH2:3][CH2:2]1.[Br:23]N1C(=O)CCC1=O.C(OCC)C.O. The catalyst is C(#N)C. The product is [Br:23][C:17]1[C:7]([O:8][C:9]2[CH:16]=[CH:15][C:12]([C:13]#[N:14])=[CH:11][CH:10]=2)=[C:6]([CH:1]2[CH2:2][CH2:3][CH2:4][CH2:5]2)[C:20]([O:21][CH3:22])=[CH:19][CH:18]=1. The yield is 0.290. (4) The reactants are [F:1][C:2]1[CH:7]=[C:6]([F:8])[CH:5]=[CH:4][C:3]=1[N:9]1[CH2:14][CH2:13][N:12]([S:15]([C:18]2[CH:23]=[CH:22][C:21]([C:24](=[O:26])[CH3:25])=[CH:20][CH:19]=2)(=[O:17])=[O:16])[C@H:11]([CH3:27])[CH2:10]1.[Si]([C:32]([F:35])([F:34])[F:33])(C)(C)C.CCCC[N+](CCCC)(CCCC)CCCC.[F-]. No catalyst specified. The product is [F:1][C:2]1[CH:7]=[C:6]([F:8])[CH:5]=[CH:4][C:3]=1[N:9]1[CH2:14][CH2:13][N:12]([S:15]([C:18]2[CH:23]=[CH:22][C:21]([C:24]([OH:26])([CH3:25])[C:32]([F:35])([F:34])[F:33])=[CH:20][CH:19]=2)(=[O:17])=[O:16])[C@H:11]([CH3:27])[CH2:10]1. The yield is 0.810. (5) The reactants are Cl[C:2]1[N:11]=[CH:10][C:9]2[N:8]([CH3:12])[C:7](=[O:13])[CH2:6][N:5]([CH:14]([CH3:16])[CH3:15])[C:4]=2[N:3]=1.[CH3:17][S:18]([C:21]1[CH:22]=[C:23]([NH2:30])[CH:24]=[C:25]([N+:27]([O-:29])=[O:28])[CH:26]=1)(=[O:20])=[O:19]. No catalyst specified. The product is [CH:14]([N:5]1[C:4]2[N:3]=[C:2]([NH:30][C:23]3[CH:24]=[C:25]([N+:27]([O-:29])=[O:28])[CH:26]=[C:21]([S:18]([CH3:17])(=[O:20])=[O:19])[CH:22]=3)[N:11]=[CH:10][C:9]=2[N:8]([CH3:12])[C:7](=[O:13])[CH2:6]1)([CH3:16])[CH3:15]. The yield is 0.575.